From a dataset of Catalyst prediction with 721,799 reactions and 888 catalyst types from USPTO. Predict which catalyst facilitates the given reaction. (1) Reactant: [C:1]([O:5][C:6]([CH:8]1[CH2:13][CH2:12][C:11]([C:14]2[C:22]3[C:17](=[CH:18][C:19]([C:23]([O:25]C)=[O:24])=[CH:20][CH:21]=3)[N:16]([C:27](=[O:39])[C:28]3[C:33]([C:34]([F:37])([F:36])[F:35])=[CH:32][CH:31]=[CH:30][C:29]=3[Cl:38])[N:15]=2)=[CH:10][CH2:9]1)=[O:7])([CH3:4])([CH3:3])[CH3:2].CO.[Li+].[OH-].Cl. Product: [C:1]([O:5][C:6]([CH:8]1[CH2:13][CH2:12][C:11]([C:14]2[C:22]3[C:17](=[CH:18][C:19]([C:23]([OH:25])=[O:24])=[CH:20][CH:21]=3)[N:16]([C:27](=[O:39])[C:28]3[C:33]([C:34]([F:37])([F:35])[F:36])=[CH:32][CH:31]=[CH:30][C:29]=3[Cl:38])[N:15]=2)=[CH:10][CH2:9]1)=[O:7])([CH3:4])([CH3:2])[CH3:3]. The catalyst class is: 1. (2) Reactant: Br[C:2]1[CH:20]=[CH:19][C:5]([C:6]([NH:8][C:9]2[CH:14]=[CH:13][CH:12]=[C:11]([C:15]([CH3:18])([CH3:17])[CH3:16])[CH:10]=2)=[O:7])=[CH:4][C:3]=1[F:21].C(OC([N:29]1[CH2:34][CH2:33][NH:32][CH2:31][CH2:30]1)=O)(C)(C)C.CC([O-])(C)C.[Na+].CC1(C)C2C(=C(P(C3C=CC=CC=3)C3C=CC=CC=3)C=CC=2)OC2C(P(C3C=CC=CC=3)C3C=CC=CC=3)=CC=CC1=2. Product: [C:15]([C:11]1[CH:10]=[C:9]([NH:8][C:6](=[O:7])[C:5]2[CH:19]=[CH:20][C:2]([N:29]3[CH2:34][CH2:33][NH:32][CH2:31][CH2:30]3)=[C:3]([F:21])[CH:4]=2)[CH:14]=[CH:13][CH:12]=1)([CH3:18])([CH3:17])[CH3:16]. The catalyst class is: 12.